This data is from Full USPTO retrosynthesis dataset with 1.9M reactions from patents (1976-2016). The task is: Predict the reactants needed to synthesize the given product. (1) Given the product [Cl:18][C:7]1[CH:6]=[C:4]([N:5]=[C:19]=[S:20])[CH:3]=[C:2]([Cl:1])[C:8]=1[S:9]([N:12]1[CH2:17][CH2:16][O:15][CH2:14][CH2:13]1)(=[O:10])=[O:11], predict the reactants needed to synthesize it. The reactants are: [Cl:1][C:2]1[CH:3]=[C:4]([CH:6]=[C:7]([Cl:18])[C:8]=1[S:9]([N:12]1[CH2:17][CH2:16][O:15][CH2:14][CH2:13]1)(=[O:11])=[O:10])[NH2:5].[C:19](N1C=CN=C1)(N1C=CN=C1)=[S:20]. (2) Given the product [CH3:27][O:28][C:29]1[CH:30]=[C:31]([C:32]([C:34]2[CH:39]=[C:38]([O:40][CH3:41])[CH:37]=[C:36]([O:42][CH3:43])[CH:35]=2)=[CH:57][C:58]#[N:59])[CH:44]=[CH:45][C:46]=1[O:47][CH3:48], predict the reactants needed to synthesize it. The reactants are: COC1C=C(C(C2C=CC(OC)=C(OC)C=2)=CC(OC)=O)C=CC=1OC.[CH3:27][O:28][C:29]1[CH:30]=[C:31]([CH:44]=[CH:45][C:46]=1[O:47][CH3:48])[C:32]([C:34]1[CH:39]=[C:38]([O:40][CH3:41])[CH:37]=[C:36]([O:42][CH3:43])[CH:35]=1)=O.C(OP([CH2:57][C:58]#[N:59])(=O)OCC)C.C[Si](C)(C)[N-][Si](C)(C)C.[Li+]. (3) Given the product [CH3:1][N:2]1[C@@H:18]2[CH2:19][C:7]3[CH:8]=[CH:9][C:10]([O:21][CH3:22])=[C:11]([OH:12])[C:6]=3[C:16]3=[C:17]2[C:5](=[CH:13][CH:14]=[CH:15]3)[CH2:4][CH2:3]1, predict the reactants needed to synthesize it. The reactants are: [CH3:1][N:2]1[C@@H:18]2[CH2:19][C:7]3[CH:8]=[CH:9][C:10]([O:21][CH3:22])=[C:11]4[O:12][C@H:13]5[C@@H:14](O)[CH:15]=[CH:16][C@@H:17]2[C@:5]5([C:6]=34)[CH2:4][CH2:3]1.O.P(=O)(O)(O)O.O=P12OP3(OP(OP(O3)(O1)=O)(=O)O2)=O. (4) Given the product [CH3:1][N:2]([CH:3]1[CH2:20][CH2:19][C:6]2([CH2:11][CH2:10][NH:9][CH2:8][CH2:7]2)[CH2:5][CH2:4]1)[C:21]1[C:26]([CH3:27])=[CH:25][N:24]=[C:23]([NH:28][C:29]2[CH:30]=[N:31][N:32]([CH3:34])[CH:33]=2)[N:22]=1, predict the reactants needed to synthesize it. The reactants are: [CH3:1][N:2]([C:21]1[C:26]([CH3:27])=[CH:25][N:24]=[C:23]([NH:28][C:29]2[CH:30]=[N:31][N:32]([CH3:34])[CH:33]=2)[N:22]=1)[CH:3]1[CH2:20][CH2:19][C:6]2([CH2:11][CH2:10][N:9](C(OC(C)(C)C)=O)[CH2:8][CH2:7]2)[CH2:5][CH2:4]1.Cl.CCOC(C)=O.C([O-])(O)=O.[Na+]. (5) Given the product [C:26]([C:28]1[CH:33]=[CH:32][C:31]([N:34]([CH2:42][C:13]2[C:14](=[O:17])[CH2:15][CH2:16][C:12]=2[NH:11][C:9]2[CH:8]=[CH:7][N:6]=[C:5]([C:4]([F:3])([F:18])[F:19])[CH:10]=2)[C:35](=[O:41])[O:36][C:37]([CH3:40])([CH3:39])[CH3:38])=[C:30]([S:52]([CH3:55])(=[O:53])=[O:54])[CH:29]=1)#[N:27], predict the reactants needed to synthesize it. The reactants are: [H-].[Na+].[F:3][C:4]([F:19])([F:18])[C:5]1[CH:10]=[C:9]([NH:11][C:12]2[CH2:16][CH2:15][C:14](=[O:17])[CH:13]=2)[CH:8]=[CH:7][N:6]=1.CC1CCCO1.[C:26]([C:28]1[CH:33]=[CH:32][C:31]([N:34]([CH2:42]S(C2C=CC=CC=2)(=O)=O)[C:35](=[O:41])[O:36][C:37]([CH3:40])([CH3:39])[CH3:38])=[C:30]([S:52]([CH3:55])(=[O:54])=[O:53])[CH:29]=1)#[N:27]. (6) The reactants are: [NH:1]([C:8]1[N:13]=[C:12]([CH2:14][N:15]2[C:20](=[O:21])[CH2:19][CH2:18][CH2:17][C:16]2=O)[CH:11]=[CH:10][N:9]=1)[C:2]1[CH:7]=[CH:6][CH:5]=[CH:4][CH:3]=1.[CH3:23][Mg]I. Given the product [NH:1]([C:8]1[N:13]=[C:12]([CH2:14][N:15]2[CH:16]([CH3:23])[CH2:17][CH2:18][CH2:19][C:20]2=[O:21])[CH:11]=[CH:10][N:9]=1)[C:2]1[CH:3]=[CH:4][CH:5]=[CH:6][CH:7]=1, predict the reactants needed to synthesize it. (7) Given the product [CH3:23][C:18]1[CH:19]=[C:20]([CH3:22])[N:21]=[C:16]([NH:15][C:26]([N:10]2[C:9]3[CH:8]=[CH:7][CH:6]=[CH:5][C:13]=3[NH:12][C:11]2=[O:14])=[O:27])[N:17]=1, predict the reactants needed to synthesize it. The reactants are: ClC(O[C:5]1[C:13]2[NH:12][C:11]([OH:14])=[N:10][C:9]=2[CH:8]=[CH:7][CH:6]=1)=O.[NH2:15][C:16]1[N:21]=[C:20]([CH3:22])[CH:19]=[C:18]([CH3:23])[N:17]=1.C1C[O:27][CH2:26]C1.